From a dataset of Full USPTO retrosynthesis dataset with 1.9M reactions from patents (1976-2016). Predict the reactants needed to synthesize the given product. The reactants are: C[O:2][C:3](=[O:13])[C:4]1[CH:9]=[CH:8][C:7]([CH:10]=[CH2:11])=[CH:6][C:5]=1[Cl:12].[OH-].[Na+].Cl. Given the product [Cl:12][C:5]1[CH:6]=[C:7]([CH:10]=[CH2:11])[CH:8]=[CH:9][C:4]=1[C:3]([OH:13])=[O:2], predict the reactants needed to synthesize it.